From a dataset of NCI-60 drug combinations with 297,098 pairs across 59 cell lines. Regression. Given two drug SMILES strings and cell line genomic features, predict the synergy score measuring deviation from expected non-interaction effect. (1) Drug 1: C1=CN(C(=O)N=C1N)C2C(C(C(O2)CO)O)O.Cl. Drug 2: COC1=C2C(=CC3=C1OC=C3)C=CC(=O)O2. Cell line: SF-539. Synergy scores: CSS=19.9, Synergy_ZIP=5.58, Synergy_Bliss=7.75, Synergy_Loewe=-37.8, Synergy_HSA=3.75. (2) Drug 1: CN(C)N=NC1=C(NC=N1)C(=O)N. Drug 2: C(CC(=O)O)C(=O)CN.Cl. Cell line: OVCAR-8. Synergy scores: CSS=3.43, Synergy_ZIP=1.95, Synergy_Bliss=2.12, Synergy_Loewe=-1.68, Synergy_HSA=-1.26. (3) Drug 2: CCC1=CC2CC(C3=C(CN(C2)C1)C4=CC=CC=C4N3)(C5=C(C=C6C(=C5)C78CCN9C7C(C=CC9)(C(C(C8N6C)(C(=O)OC)O)OC(=O)C)CC)OC)C(=O)OC.C(C(C(=O)O)O)(C(=O)O)O. Cell line: A549. Drug 1: CC1=C(C=C(C=C1)NC2=NC=CC(=N2)N(C)C3=CC4=NN(C(=C4C=C3)C)C)S(=O)(=O)N.Cl. Synergy scores: CSS=48.5, Synergy_ZIP=1.89, Synergy_Bliss=5.11, Synergy_Loewe=-24.7, Synergy_HSA=5.41. (4) Drug 1: CC1CCC2CC(C(=CC=CC=CC(CC(C(=O)C(C(C(=CC(C(=O)CC(OC(=O)C3CCCCN3C(=O)C(=O)C1(O2)O)C(C)CC4CCC(C(C4)OC)O)C)C)O)OC)C)C)C)OC. Synergy scores: CSS=13.5, Synergy_ZIP=-8.22, Synergy_Bliss=-4.24, Synergy_Loewe=-16.8, Synergy_HSA=-2.05. Cell line: UO-31. Drug 2: CC(C)CN1C=NC2=C1C3=CC=CC=C3N=C2N. (5) Drug 1: C1=CC(=CC=C1CCCC(=O)O)N(CCCl)CCCl. Drug 2: CC1CCC2CC(C(=CC=CC=CC(CC(C(=O)C(C(C(=CC(C(=O)CC(OC(=O)C3CCCCN3C(=O)C(=O)C1(O2)O)C(C)CC4CCC(C(C4)OC)OCCO)C)C)O)OC)C)C)C)OC. Cell line: MDA-MB-435. Synergy scores: CSS=-0.639, Synergy_ZIP=-0.574, Synergy_Bliss=-1.94, Synergy_Loewe=-5.89, Synergy_HSA=-2.04. (6) Drug 1: CC(C)(C#N)C1=CC(=CC(=C1)CN2C=NC=N2)C(C)(C)C#N. Drug 2: CC12CCC3C(C1CCC2OP(=O)(O)O)CCC4=C3C=CC(=C4)OC(=O)N(CCCl)CCCl.[Na+]. Cell line: KM12. Synergy scores: CSS=2.11, Synergy_ZIP=-1.20, Synergy_Bliss=-1.42, Synergy_Loewe=-2.98, Synergy_HSA=-2.46. (7) Drug 1: C1=CC(=CC=C1CCCC(=O)O)N(CCCl)CCCl. Drug 2: COCCOC1=C(C=C2C(=C1)C(=NC=N2)NC3=CC=CC(=C3)C#C)OCCOC.Cl. Cell line: EKVX. Synergy scores: CSS=10.7, Synergy_ZIP=-1.53, Synergy_Bliss=-0.346, Synergy_Loewe=1.77, Synergy_HSA=3.65. (8) Synergy scores: CSS=5.79, Synergy_ZIP=-0.165, Synergy_Bliss=1.57, Synergy_Loewe=-45.9, Synergy_HSA=-4.62. Drug 2: CC1=C(C(=O)C2=C(C1=O)N3CC4C(C3(C2COC(=O)N)OC)N4)N. Drug 1: CCN(CC)CCCC(C)NC1=C2C=C(C=CC2=NC3=C1C=CC(=C3)Cl)OC. Cell line: NCI-H322M. (9) Drug 1: CC1=C(C=C(C=C1)NC2=NC=CC(=N2)N(C)C3=CC4=NN(C(=C4C=C3)C)C)S(=O)(=O)N.Cl. Drug 2: CC(CN1CC(=O)NC(=O)C1)N2CC(=O)NC(=O)C2. Cell line: SK-MEL-28. Synergy scores: CSS=9.44, Synergy_ZIP=-2.77, Synergy_Bliss=-0.180, Synergy_Loewe=-4.60, Synergy_HSA=-2.88. (10) Drug 1: CC1C(C(CC(O1)OC2CC(OC(C2O)C)OC3=CC4=CC5=C(C(=O)C(C(C5)C(C(=O)C(C(C)O)O)OC)OC6CC(C(C(O6)C)O)OC7CC(C(C(O7)C)O)OC8CC(C(C(O8)C)O)(C)O)C(=C4C(=C3C)O)O)O)O. Drug 2: COCCOC1=C(C=C2C(=C1)C(=NC=N2)NC3=CC=CC(=C3)C#C)OCCOC.Cl. Cell line: NCI-H522. Synergy scores: CSS=44.4, Synergy_ZIP=-2.87, Synergy_Bliss=-0.871, Synergy_Loewe=0.184, Synergy_HSA=1.28.